From a dataset of Full USPTO retrosynthesis dataset with 1.9M reactions from patents (1976-2016). Predict the reactants needed to synthesize the given product. The reactants are: [CH:1]1[C:13]2[CH:12]([CH2:14][O:15][C:16]([NH:18][C:19]3[CH:24]=[CH:23][CH:22]=[CH:21][C:20]=3[CH:25]3[CH2:30][CH2:29][N:28](C(OC(C)(C)C)=O)[CH2:27][CH2:26]3)=[O:17])[C:11]3[C:6](=[CH:7][CH:8]=[CH:9][CH:10]=3)[C:5]=2[CH:4]=[CH:3][CH:2]=1.[ClH:38]. Given the product [ClH:38].[CH:10]1[C:11]2[CH:12]([CH2:14][O:15][C:16]([NH:18][C:19]3[CH:24]=[CH:23][CH:22]=[CH:21][C:20]=3[CH:25]3[CH2:26][CH2:27][NH:28][CH2:29][CH2:30]3)=[O:17])[C:13]3[C:5](=[CH:4][CH:3]=[CH:2][CH:1]=3)[C:6]=2[CH:7]=[CH:8][CH:9]=1, predict the reactants needed to synthesize it.